This data is from Forward reaction prediction with 1.9M reactions from USPTO patents (1976-2016). The task is: Predict the product of the given reaction. (1) Given the reactants [F:1][C:2]1[CH:7]=[CH:6][C:5]([CH2:8][SH:9])=[CH:4][CH:3]=1.Cl[C:11]1[CH:21]=[C:15]2[N:16]([CH3:20])[CH2:17][CH2:18][CH2:19][N:14]2[C:13](=[O:22])[N:12]=1, predict the reaction product. The product is: [F:1][C:2]1[CH:7]=[CH:6][C:5]([CH2:8][S:9][C:11]2[CH:21]=[C:15]3[N:16]([CH3:20])[CH2:17][CH2:18][CH2:19][N:14]3[C:13](=[O:22])[N:12]=2)=[CH:4][CH:3]=1. (2) Given the reactants Br[C:2]1[CH:3]=[C:4]2[C:8](=[C:9]([Cl:11])[CH:10]=1)[C:7](=[O:12])[N:6]([CH2:13][C:14]#[C:15][C:16]1[CH:21]=[CH:20][CH:19]=[CH:18][CH:17]=1)[CH2:5]2.CC1(C)C(C)(C)OB([C:30]2[CH:31]=[N:32][N:33]([CH2:35][C:36]3[CH:41]=[CH:40][CH:39]=[CH:38][N:37]=3)[CH:34]=2)O1.C([O-])([O-])=O.[K+].[K+].O, predict the reaction product. The product is: [NH3:6].[Cl:11][C:9]1[CH:10]=[C:2]([C:30]2[CH:31]=[N:32][N:33]([CH2:35][C:36]3[CH:41]=[CH:40][CH:39]=[CH:38][N:37]=3)[CH:34]=2)[CH:3]=[C:4]2[C:8]=1[C:7](=[O:12])[N:6]([CH2:13][C:14]#[C:15][C:16]1[CH:21]=[CH:20][CH:19]=[CH:18][CH:17]=1)[CH2:5]2. (3) Given the reactants [Cl:1][C:2]1[CH:7]=[CH:6][C:5]([CH:8](O)[C:9]2[C:10]([CH3:29])=[N:11][N:12]([C:19]3[C:20]([O:27][CH3:28])=[N:21][C:22]([O:25][CH3:26])=[N:23][CH:24]=3)[C:13]=2[C:14]([O:16][CH2:17][CH3:18])=[O:15])=[CH:4][CH:3]=1.[NH2:31][C:32]1[CH:33]=[C:34]([CH3:40])[C:35](=[O:39])[N:36]([CH3:38])[CH:37]=1, predict the reaction product. The product is: [Cl:1][C:2]1[CH:7]=[CH:6][C:5]([CH:8]([NH:31][C:32]2[CH:33]=[C:34]([CH3:40])[C:35](=[O:39])[N:36]([CH3:38])[CH:37]=2)[C:9]2[C:10]([CH3:29])=[N:11][N:12]([C:19]3[C:20]([O:27][CH3:28])=[N:21][C:22]([O:25][CH3:26])=[N:23][CH:24]=3)[C:13]=2[C:14]([O:16][CH2:17][CH3:18])=[O:15])=[CH:4][CH:3]=1. (4) Given the reactants [F:1][C:2]([F:7])([F:6])[C:3]([OH:5])=[O:4].CC(C)(C)[CH2:10][NH:11][CH2:12][C:13]1[O:17][CH:16]=[C:15]([C:18]2[CH:19]=[C:20]3[C:24](=[C:25]([C:27]([NH2:29])=[O:28])[CH:26]=2)[NH:23][CH:22]=[C:21]3[CH:30]2[CH2:35][CH2:34][N:33]([S:36]([CH2:39][CH3:40])(=[O:38])=[O:37])[CH2:32][CH2:31]2)[CH:14]=1.[CH3:43][C:44](C)(C)CN, predict the reaction product. The product is: [F:1][C:2]([F:7])([F:6])[C:3]([OH:5])=[O:4].[CH2:10]([N:11]([CH2:12][C:13]1[O:17][CH:16]=[C:15]([C:18]2[CH:19]=[C:20]3[C:24](=[C:25]([C:27]([NH2:29])=[O:28])[CH:26]=2)[NH:23][CH:22]=[C:21]3[CH:30]2[CH2:35][CH2:34][N:33]([S:36]([CH2:39][CH3:40])(=[O:37])=[O:38])[CH2:32][CH2:31]2)[CH:14]=1)[CH2:43][CH3:44])[CH3:2]. (5) Given the reactants [Cl:1][C:2]1[CH:11]=[C:10]2[C:5]([CH:6]=[C:7]([C:15]3[C:20]([O:21][CH3:22])=[CH:19][CH:18]=[CH:17][C:16]=3[F:23])[C:8](=N)[N:9]2[CH2:12][CH3:13])=[CH:4][N:3]=1.CC(OC(C)=O)=[O:26], predict the reaction product. The product is: [Cl:1][C:2]1[CH:11]=[C:10]2[C:5]([CH:6]=[C:7]([C:15]3[C:20]([O:21][CH3:22])=[CH:19][CH:18]=[CH:17][C:16]=3[F:23])[C:8](=[O:26])[N:9]2[CH2:12][CH3:13])=[CH:4][N:3]=1.